From a dataset of NCI-60 drug combinations with 297,098 pairs across 59 cell lines. Regression. Given two drug SMILES strings and cell line genomic features, predict the synergy score measuring deviation from expected non-interaction effect. (1) Drug 1: CCCCC(=O)OCC(=O)C1(CC(C2=C(C1)C(=C3C(=C2O)C(=O)C4=C(C3=O)C=CC=C4OC)O)OC5CC(C(C(O5)C)O)NC(=O)C(F)(F)F)O. Synergy scores: CSS=9.94, Synergy_ZIP=1.65, Synergy_Bliss=6.55, Synergy_Loewe=5.88, Synergy_HSA=5.89. Cell line: UO-31. Drug 2: CC=C1C(=O)NC(C(=O)OC2CC(=O)NC(C(=O)NC(CSSCCC=C2)C(=O)N1)C(C)C)C(C)C. (2) Drug 1: C1=C(C(=O)NC(=O)N1)N(CCCl)CCCl. Drug 2: CCC1=C2CN3C(=CC4=C(C3=O)COC(=O)C4(CC)O)C2=NC5=C1C=C(C=C5)O. Cell line: SF-295. Synergy scores: CSS=45.7, Synergy_ZIP=1.16, Synergy_Bliss=1.68, Synergy_Loewe=0.683, Synergy_HSA=5.37. (3) Drug 1: C1CCC(CC1)NC(=O)N(CCCl)N=O. Drug 2: CCCCCOC(=O)NC1=NC(=O)N(C=C1F)C2C(C(C(O2)C)O)O. Cell line: OVCAR3. Synergy scores: CSS=5.07, Synergy_ZIP=-4.11, Synergy_Bliss=-4.82, Synergy_Loewe=-12.6, Synergy_HSA=-6.87. (4) Drug 1: CC1=C(N=C(N=C1N)C(CC(=O)N)NCC(C(=O)N)N)C(=O)NC(C(C2=CN=CN2)OC3C(C(C(C(O3)CO)O)O)OC4C(C(C(C(O4)CO)O)OC(=O)N)O)C(=O)NC(C)C(C(C)C(=O)NC(C(C)O)C(=O)NCCC5=NC(=CS5)C6=NC(=CS6)C(=O)NCCC[S+](C)C)O. Drug 2: COCCOC1=C(C=C2C(=C1)C(=NC=N2)NC3=CC=CC(=C3)C#C)OCCOC.Cl. Cell line: SK-OV-3. Synergy scores: CSS=13.2, Synergy_ZIP=-5.03, Synergy_Bliss=-0.805, Synergy_Loewe=0.622, Synergy_HSA=1.27. (5) Drug 1: CC1CCC2CC(C(=CC=CC=CC(CC(C(=O)C(C(C(=CC(C(=O)CC(OC(=O)C3CCCCN3C(=O)C(=O)C1(O2)O)C(C)CC4CCC(C(C4)OC)OCCO)C)C)O)OC)C)C)C)OC. Drug 2: CS(=O)(=O)CCNCC1=CC=C(O1)C2=CC3=C(C=C2)N=CN=C3NC4=CC(=C(C=C4)OCC5=CC(=CC=C5)F)Cl. Cell line: NCI-H522. Synergy scores: CSS=4.51, Synergy_ZIP=-4.18, Synergy_Bliss=-3.25, Synergy_Loewe=-4.42, Synergy_HSA=-3.67. (6) Drug 1: CC12CCC3C(C1CCC2=O)CC(=C)C4=CC(=O)C=CC34C. Drug 2: CC1=C(C(=O)C2=C(C1=O)N3CC4C(C3(C2COC(=O)N)OC)N4)N. Cell line: UACC-257. Synergy scores: CSS=33.4, Synergy_ZIP=-1.77, Synergy_Bliss=-0.604, Synergy_Loewe=-3.39, Synergy_HSA=1.25. (7) Drug 1: CC1=C(C(CCC1)(C)C)C=CC(=CC=CC(=CC(=O)O)C)C. Drug 2: N.N.Cl[Pt+2]Cl. Cell line: TK-10. Synergy scores: CSS=2.56, Synergy_ZIP=3.72, Synergy_Bliss=7.75, Synergy_Loewe=-12.5, Synergy_HSA=-8.43.